Dataset: Reaction yield outcomes from USPTO patents with 853,638 reactions. Task: Predict the reaction yield, written as a fraction of the theoretical maximum amount of product (1.0 means a 100% yield; for example, 0.34 means a 34% yield). (1) The reactants are [Cl:1][C:2]1[C:3]2[N:4]([C:8]([CH:11]3[CH2:19][CH2:18][CH:17]4[N:13]([C:14](=[O:22])[C:15]([CH3:21])([CH3:20])[CH2:16]4)[CH2:12]3)=[N:9][CH:10]=2)[CH:5]=[CH:6][N:7]=1.C1C(=O)N([Br:30])C(=O)C1.O. The catalyst is CN(C=O)C. The product is [Br:30][C:10]1[N:9]=[C:8]([CH:11]2[CH2:19][CH2:18][CH:17]3[N:13]([C:14](=[O:22])[C:15]([CH3:20])([CH3:21])[CH2:16]3)[CH2:12]2)[N:4]2[CH:5]=[CH:6][N:7]=[C:2]([Cl:1])[C:3]=12. The yield is 0.799. (2) The reactants are Cl.[NH2:2][CH:3]([CH2:7][C:8]1[CH:13]=[CH:12][CH:11]=[CH:10][C:9]=1[Cl:14])[C:4]([OH:6])=O.C(N(CC)CC)C.[Cl:22][C:23]1[CH:34]=[C:27]2[C:28](OC(=O)[NH:32][C:26]2=[CH:25][CH:24]=1)=[O:29]. The catalyst is C(#N)C.O. The product is [Cl:22][C:23]1[CH:24]=[CH:25][C:26]2[NH:32][C:4](=[O:6])[CH:3]([CH2:7][C:8]3[CH:13]=[CH:12][CH:11]=[CH:10][C:9]=3[Cl:14])[NH:2][C:28](=[O:29])[C:27]=2[CH:34]=1. The yield is 0.560. (3) The reactants are [CH2:1]([O:3][C:4]([C:6]1[O:7][C:8]2[C:15]([Cl:16])=[CH:14][C:13]([Cl:17])=[C:12]([OH:18])[C:9]=2[C:10]=1[CH3:11])=[O:5])[CH3:2].IC.[C:21]([O-])([O-])=O.[K+].[K+]. The catalyst is CN(C=O)C. The product is [CH2:1]([O:3][C:4]([C:6]1[O:7][C:8]2[C:15]([Cl:16])=[CH:14][C:13]([Cl:17])=[C:12]([O:18][CH3:21])[C:9]=2[C:10]=1[CH3:11])=[O:5])[CH3:2]. The yield is 0.990. (4) The reactants are [N+:1]([C:4]1[CH:9]=[CH:8][C:7]([CH2:10][C:11]([O:13][CH3:14])=[O:12])=[CH:6][CH:5]=1)([O-:3])=[O:2].C(Cl)(Cl)(Cl)Cl.[Br:20]N1C(=O)CCC1=O.CC(N=NC(C#N)(C)C)(C#N)C. The catalyst is CCCCCCC. The product is [Br:20][CH:10]([C:7]1[CH:6]=[CH:5][C:4]([N+:1]([O-:3])=[O:2])=[CH:9][CH:8]=1)[C:11]([O:13][CH3:14])=[O:12]. The yield is 0.720. (5) The reactants are [Cl:1][C:2]1[C:3]([NH:22][C:23]2[CH:32]=[CH:31][CH:30]=[CH:29][C:24]=2[C:25]([NH:27][CH3:28])=[O:26])=[N:4][C:5]([NH:8][C:9]2[CH:14]=[C:13]([N+:15]([O-])=O)[CH:12]=[CH:11][C:10]=2[C:18]([F:21])([F:20])[F:19])=[N:6][CH:7]=1.[Cl-].[NH4+]. The catalyst is C(O)C.O.[Fe]. The product is [NH2:15][C:13]1[CH:12]=[CH:11][C:10]([C:18]([F:20])([F:21])[F:19])=[C:9]([NH:8][C:5]2[N:4]=[C:3]([NH:22][C:23]3[CH:32]=[CH:31][CH:30]=[CH:29][C:24]=3[C:25]([NH:27][CH3:28])=[O:26])[C:2]([Cl:1])=[CH:7][N:6]=2)[CH:14]=1. The yield is 0.485.